This data is from Reaction yield outcomes from USPTO patents with 853,638 reactions. The task is: Predict the reaction yield, written as a fraction of the theoretical maximum amount of product (1.0 means a 100% yield; for example, 0.34 means a 34% yield). The reactants are [CH:1]1([S:4]([NH:7][CH:8]2[CH2:12][CH:11]([C:13]([O:15][CH2:16][CH3:17])=[O:14])[CH:10]([CH2:18][CH3:19])[CH2:9]2)(=[O:6])=[O:5])[CH2:3][CH2:2]1.[Li+].CC([N-]C(C)C)C.[F:28]N(S(C1C=CC=CC=1)(=O)=O)S(C1C=CC=CC=1)(=O)=O.[NH4+].[Cl-]. The catalyst is C1COCC1. The product is [CH:1]1([S:4]([NH:7][CH:8]2[CH2:12][C:11]([F:28])([C:13]([O:15][CH2:16][CH3:17])=[O:14])[CH:10]([CH2:18][CH3:19])[CH2:9]2)(=[O:6])=[O:5])[CH2:2][CH2:3]1. The yield is 0.460.